Dataset: Full USPTO retrosynthesis dataset with 1.9M reactions from patents (1976-2016). Task: Predict the reactants needed to synthesize the given product. (1) Given the product [CH2:1]([O:8][CH:9]([C:16]1[CH:21]=[CH:20][C:19]([F:22])=[CH:18][CH:17]=1)[CH2:10][CH2:11][CH2:12][C:13]([N:37]1[CH:29]([C:23]2[CH:28]=[CH:27][CH:26]=[CH:25][CH:24]=2)[CH2:51][CH2:50][C:38]1=[O:32])=[O:15])[C:2]1[CH:3]=[CH:4][CH:5]=[CH:6][CH:7]=1, predict the reactants needed to synthesize it. The reactants are: [CH2:1]([O:8][CH:9]([C:16]1[CH:21]=[CH:20][C:19]([F:22])=[CH:18][CH:17]=1)[CH2:10][CH2:11][CH2:12][C:13]([OH:15])=O)[C:2]1[CH:7]=[CH:6][CH:5]=[CH:4][CH:3]=1.[C:23]1([CH3:29])[CH:28]=[CH:27][CH:26]=[CH:25][CH:24]=1.[Cl-].P([O-])([O-])([O-])=[O:32].C[NH2+:37][CH3:38].C[NH2+]C.C[NH2+]C.C(N([CH2:50][CH3:51])CC)C. (2) Given the product [C:3]([O:7][C:8]([N:9]1[CH2:13][CH2:14][C:22]([C:21]2[CH:25]=[CH:26][C:18]([Cl:17])=[CH:19][CH:20]=2)([C:23]#[N:24])[CH2:11][CH2:10]1)=[O:16])([CH3:6])([CH3:5])[CH3:4], predict the reactants needed to synthesize it. The reactants are: [H-].[Na+].[C:3]([O:7][C:8](=[O:16])[N:9]([CH2:13][CH2:14]Cl)[CH2:10][CH2:11]Cl)([CH3:6])([CH3:5])[CH3:4].[Cl:17][C:18]1[CH:26]=[CH:25][C:21]([CH2:22][C:23]#[N:24])=[CH:20][CH:19]=1. (3) Given the product [C:15]([C:13]([C:10]([F:11])=[O:9])=[O:19])([F:18])([F:17])[F:16], predict the reactants needed to synthesize it. The reactants are: [F-].[K+].C(C([O:9][C:10]([C:13]([O:19]C(C(C(F)(F)F)(F)F)(F)F)([C:15]([F:18])([F:17])[F:16])F)(F)[F:11])F)(F)(F)F. (4) Given the product [Cl:1][C:2]1[CH:3]=[CH:4][C:5]2[N:11]3[C:12]([C:15]([F:16])([F:17])[F:18])=[N:13][N:14]=[C:10]3[C@@H:9]([CH2:19][N:20]3[C:24]([CH2:25][CH2:26][C:27]([OH:29])=[O:28])=[N:23][N:22]=[N:21]3)[CH2:8][C@H:7]([C:32]3[CH:37]=[CH:36][CH:35]=[C:34]([O:38][CH3:39])[C:33]=3[O:40][CH3:41])[C:6]=2[CH:42]=1, predict the reactants needed to synthesize it. The reactants are: [Cl:1][C:2]1[CH:3]=[CH:4][C:5]2[N:11]3[C:12]([C:15]([F:18])([F:17])[F:16])=[N:13][N:14]=[C:10]3[C@@H:9]([CH2:19][N:20]3[C:24]([CH2:25][CH2:26][C:27]([O:29]CC)=[O:28])=[N:23][N:22]=[N:21]3)[CH2:8][C@H:7]([C:32]3[CH:37]=[CH:36][CH:35]=[C:34]([O:38][CH3:39])[C:33]=3[O:40][CH3:41])[C:6]=2[CH:42]=1.C(=O)([O-])[O-].[K+].[K+].Cl. (5) Given the product [CH3:15][C:7]1[C:8]([C:11]([O:13][CH3:14])=[O:12])=[CH:9][S:10][C:6]=1[C:4](=[O:5])[CH2:3][CH2:2][N:16]1[CH2:21][CH2:20][O:19][CH2:18][CH2:17]1, predict the reactants needed to synthesize it. The reactants are: Cl[CH2:2][CH2:3][C:4]([C:6]1[S:10][CH:9]=[C:8]([C:11]([O:13][CH3:14])=[O:12])[C:7]=1[CH3:15])=[O:5].[NH:16]1[CH2:21][CH2:20][O:19][CH2:18][CH2:17]1. (6) Given the product [CH3:1][O:2][C:3](=[O:12])[CH:4]([Br:20])[C:5]1[CH:10]=[CH:9][CH:8]=[CH:7][C:6]=1[I:11], predict the reactants needed to synthesize it. The reactants are: [CH3:1][O:2][C:3](=[O:12])[CH2:4][C:5]1[CH:10]=[CH:9][CH:8]=[CH:7][C:6]=1[I:11].C1C(=O)N([Br:20])C(=O)C1.CC(N=NC(C#N)(C)C)(C#N)C. (7) Given the product [F:30][CH2:29][C:28]([NH:27][C:25]([C:16]1[CH:15]=[C:14]([C:11]2[CH:10]=[CH:9][C:8]([C:6](=[O:37])[CH3:7])=[CH:13][N:12]=2)[N:18]([C:19]2[CH:20]=[N:21][CH:22]=[CH:23][CH:24]=2)[N:17]=1)=[O:26])([CH3:32])[CH3:31], predict the reactants needed to synthesize it. The reactants are: S(=O)(=O)(O)O.[C:6]([C:8]1[CH:9]=[CH:10][C:11]([C:14]2[N:18]([C:19]3[CH:20]=[N:21][CH:22]=[CH:23][CH:24]=3)[N:17]=[C:16]([C:25]([NH:27][C:28]([CH3:32])([CH3:31])[CH2:29][F:30])=[O:26])[CH:15]=2)=[N:12][CH:13]=1)#[CH:7].ClCCl.C(=O)([O-])[O-:37].[K+].[K+].